The task is: Binary Classification. Given a miRNA mature sequence and a target amino acid sequence, predict their likelihood of interaction.. This data is from Experimentally validated miRNA-target interactions with 360,000+ pairs, plus equal number of negative samples. (1) The miRNA is hsa-miR-3646 with sequence AAAAUGAAAUGAGCCCAGCCCA. The protein sequence of the target gene is MAAARPEAQSRSSPTPESRSQEPLDLVLVPDDCRPGTPPSDLIEIQVVKVTDTTLVPEPPEPGSFHCALCPAAFRLVSELLFHEHGHLAGAEGGGQGGDPSRCHVCGHSCPGPASLRAHYSLHTGERPYRCALCPRAFKALAPLLRHQHRHGVEPGTSRRPPDTAAVAEQRPGVAPERAEVVMAAAAAGAAVGKPFACRFCAKPFRRSSDMRDHERVHTGERPYHCGICGKGFTQSSVLSGHARIHTGERPFRCTLCDRTFNNSSNFRKHQRTHFHGPGPGLGDSGGQLGSSAAEGSGSG.... Result: 0 (no interaction). (2) The miRNA is hsa-let-7b-3p with sequence CUAUACAACCUACUGCCUUCCC. The protein sequence of the target gene is MAAIAASEVLVDSAEEGSLAAAAELAAQKREQRLRKFRELHLMRNEARKLNHQEVVEEDKRLKLPANWEAKKARLEWELKEEEKKKECAARGEDYEKVKLLEISAEDAERWERKKKRKNPDLGFSDYAAAQLRQYHRLTKQIKPDMETYERLREKHGEEFFPTSNSLLHGTHVPSTEEIDRMVIDLEKQIEKRDKYSRRRPYNDDADIDYINERNAKFNKKAERFYGKYTAEIKQNLERGTAV. Result: 1 (interaction). (3) The miRNA is mmu-miR-3062-5p with sequence GGAGAAUGUAGUGUUACCGUGA. The protein sequence of the target gene is MSSFDLPAPSPPRCSPQFPSIGQEPPEMNLYYENFFHPQGVPSPQRPSFEGGGEYGATPNPYLWFNGPTMTPPPYLPGPNASPFLPQAYGVQRPLLPSVSGLGGSDLGWLPIPSQEELMKLVRPPYSYSALIAMAIHGAPDKRLTLSQIYQYVADNFPFYNKSKAGWQNSIRHNLSLNDCFKKVPRDEDDPGKGNYWTLDPNCEKMFDNGNFRRKRKRKSDVSSSTASLALEKTESSLPVDSPKTTEPQDILDGASPGGTTSSPEKRPSPPPSGAPCLNSFLSSMTAYVSGGSPTSHPLV.... Result: 0 (no interaction).